This data is from Peptide-MHC class II binding affinity with 134,281 pairs from IEDB. The task is: Regression. Given a peptide amino acid sequence and an MHC pseudo amino acid sequence, predict their binding affinity value. This is MHC class II binding data. (1) The peptide sequence is AAFSRMLSLFFRQHI. The MHC is DRB1_1201 with pseudo-sequence DRB1_1201. The binding affinity (normalized) is 0.444. (2) The peptide sequence is FRDRARVPLTSNNGI. The MHC is DRB1_0405 with pseudo-sequence DRB1_0405. The binding affinity (normalized) is 0.384. (3) The peptide sequence is GELQINDKIDAAFKI. The MHC is DRB5_0101 with pseudo-sequence DRB5_0101. The binding affinity (normalized) is 0.646. (4) The peptide sequence is GPKDNGGACGYKDVD. The MHC is HLA-DQA10104-DQB10503 with pseudo-sequence HLA-DQA10104-DQB10503. The binding affinity (normalized) is 0.0863.